Regression. Given two drug SMILES strings and cell line genomic features, predict the synergy score measuring deviation from expected non-interaction effect. From a dataset of NCI-60 drug combinations with 297,098 pairs across 59 cell lines. (1) Drug 1: CC1=C(C=C(C=C1)NC(=O)C2=CC=C(C=C2)CN3CCN(CC3)C)NC4=NC=CC(=N4)C5=CN=CC=C5. Cell line: OVCAR-8. Drug 2: CCC1=C2CN3C(=CC4=C(C3=O)COC(=O)C4(CC)O)C2=NC5=C1C=C(C=C5)O. Synergy scores: CSS=19.5, Synergy_ZIP=-0.423, Synergy_Bliss=3.81, Synergy_Loewe=-18.3, Synergy_HSA=-0.810. (2) Drug 1: CC1=C2C(C(=O)C3(C(CC4C(C3C(C(C2(C)C)(CC1OC(=O)C(C(C5=CC=CC=C5)NC(=O)OC(C)(C)C)O)O)OC(=O)C6=CC=CC=C6)(CO4)OC(=O)C)OC)C)OC. Drug 2: C1=NC2=C(N=C(N=C2N1C3C(C(C(O3)CO)O)F)Cl)N. Cell line: SK-MEL-5. Synergy scores: CSS=54.6, Synergy_ZIP=1.86, Synergy_Bliss=1.94, Synergy_Loewe=2.74, Synergy_HSA=6.46. (3) Drug 1: C1=NC2=C(N=C(N=C2N1C3C(C(C(O3)CO)O)F)Cl)N. Drug 2: C1=NNC2=C1C(=O)NC=N2. Cell line: IGROV1. Synergy scores: CSS=-1.27, Synergy_ZIP=0.919, Synergy_Bliss=1.27, Synergy_Loewe=-1.56, Synergy_HSA=-1.43. (4) Drug 2: C1=NNC2=C1C(=O)NC=N2. Synergy scores: CSS=40.3, Synergy_ZIP=-0.410, Synergy_Bliss=-2.08, Synergy_Loewe=-37.1, Synergy_HSA=-2.30. Cell line: A549. Drug 1: C1=CN(C(=O)N=C1N)C2C(C(C(O2)CO)O)O.Cl.